This data is from Forward reaction prediction with 1.9M reactions from USPTO patents (1976-2016). The task is: Predict the product of the given reaction. (1) Given the reactants C1(NC(N)=S)C=CC=CC=1.[Cl:11][C:12]1[CH:17]=[CH:16][C:15]([NH:18][C:19]([NH:21][C:22]2[CH:27]=[CH:26][CH:25]=[CH:24][C:23]=2[F:28])=[S:20])=[C:14]([OH:29])[C:13]=1[S:30]([N:33]([CH3:35])[CH3:34])(=[O:32])=[O:31].[Si:36](Cl)([C:39]([CH3:42])([CH3:41])[CH3:40])([CH3:38])[CH3:37].N1C=CN=C1, predict the reaction product. The product is: [F:28][C:23]1[CH:24]=[CH:25][CH:26]=[CH:27][C:22]=1[NH:21][C:19]([NH:18][C:15]1[CH:16]=[CH:17][C:12]([Cl:11])=[C:13]([S:30]([N:33]([CH3:35])[CH3:34])(=[O:31])=[O:32])[C:14]=1[O:29][Si:36]([C:39]([CH3:42])([CH3:41])[CH3:40])([CH3:38])[CH3:37])=[S:20]. (2) Given the reactants [CH2:1]([N:8]1[C:16]2[C:11](=[CH:12][C:13]([NH:17][C:18]3[N:26]=[CH:25][C:24]([F:27])=[CH:23][C:19]=3[C:20](O)=[O:21])=[CH:14][CH:15]=2)[CH:10]=[N:9]1)[C:2]1[CH:7]=[CH:6][CH:5]=[CH:4][CH:3]=1.[NH2:28][C@@H:29]1[CH2:34][CH2:33][C@H:32]([NH:35][C:36]([C:38]2[N:39]=[C:40]3[CH:45]=[CH:44][CH:43]=[CH:42][N:41]3[CH:46]=2)=[O:37])[CH2:31][CH2:30]1.C(N(CC)CC)C, predict the reaction product. The product is: [CH2:1]([N:8]1[C:16]2[C:11](=[CH:12][C:13]([NH:17][C:18]3[C:19]([C:20]([NH:28][C@@H:29]4[CH2:30][CH2:31][C@H:32]([NH:35][C:36]([C:38]5[N:39]=[C:40]6[CH:45]=[CH:44][CH:43]=[CH:42][N:41]6[CH:46]=5)=[O:37])[CH2:33][CH2:34]4)=[O:21])=[CH:23][C:24]([F:27])=[CH:25][N:26]=3)=[CH:14][CH:15]=2)[CH:10]=[N:9]1)[C:2]1[CH:7]=[CH:6][CH:5]=[CH:4][CH:3]=1. (3) Given the reactants Cl.[F:2][CH:3]1[CH2:7][CH2:6][NH:5][CH2:4]1.[H-].[Na+].[C:10]([C:12]1[CH:13]=[C:14]([C:19]2[O:23][N:22]=[C:21]([C:24]3[CH:41]=[CH:40][C:27]4[CH2:28][CH2:29][N:30]([C:33]([O:35][C:36]([CH3:39])([CH3:38])[CH3:37])=[O:34])[CH2:31][CH2:32][C:26]=4[CH:25]=3)[N:20]=2)[CH:15]=[CH:16][C:17]=1F)#[N:11], predict the reaction product. The product is: [C:10]([C:12]1[CH:13]=[C:14]([C:19]2[O:23][N:22]=[C:21]([C:24]3[CH:41]=[CH:40][C:27]4[CH2:28][CH2:29][N:30]([C:33]([O:35][C:36]([CH3:37])([CH3:38])[CH3:39])=[O:34])[CH2:31][CH2:32][C:26]=4[CH:25]=3)[N:20]=2)[CH:15]=[CH:16][C:17]=1[N:5]1[CH2:6][CH2:7][CH:3]([F:2])[CH2:4]1)#[N:11]. (4) Given the reactants [CH2:1]([CH:4]1[O:8][C:7](=[O:9])[CH:6]=[C:5]1[N:10]([CH2:19][CH:20]=[CH2:21])[CH2:11][C:12]1[CH:13]=[N:14][C:15]([Cl:18])=[CH:16][CH:17]=1)C=C, predict the reaction product. The product is: [Cl:18][C:15]1[N:14]=[CH:13][C:12]([CH2:11][N:10]2[CH2:19][CH:20]=[CH:21][CH2:1][CH:4]3[O:8][C:7](=[O:9])[CH:6]=[C:5]23)=[CH:17][CH:16]=1. (5) Given the reactants [CH2:1]([C:8]1[S:12][C:11]([C:13]2[CH:18]=[C:17]([F:19])[CH:16]=[CH:15][C:14]=2[F:20])=[N:10][C:9]=1[C@H:21]([N:26]([CH2:32][C@H:33]1[C@@H:37]([F:38])[CH2:36][N:35](C(OCC2C=CC=CC=2)=O)[CH2:34]1)[C:27](=[O:31])[C@@H:28]([OH:30])[CH3:29])[C:22]([CH3:25])([CH3:24])[CH3:23])[C:2]1[CH:7]=[CH:6][CH:5]=[CH:4][CH:3]=1.O, predict the reaction product. The product is: [CH2:1]([C:8]1[S:12][C:11]([C:13]2[CH:18]=[C:17]([F:19])[CH:16]=[CH:15][C:14]=2[F:20])=[N:10][C:9]=1[C@H:21]([N:26]([CH2:32][C@H:33]1[C@@H:37]([F:38])[CH2:36][NH:35][CH2:34]1)[C:27](=[O:31])[C@@H:28]([OH:30])[CH3:29])[C:22]([CH3:25])([CH3:23])[CH3:24])[C:2]1[CH:7]=[CH:6][CH:5]=[CH:4][CH:3]=1. (6) Given the reactants Br[C:2]1[C:10]2[N:9]3[CH2:11][CH2:12][NH:13][C:14](=[O:15])[C:8]3=[CH:7][C:6]=2[CH:5]=[C:4]([F:16])[CH:3]=1.[Cl:17][C:18]1[CH:23]=[CH:22][C:21](B(O)O)=[CH:20][CH:19]=1, predict the reaction product. The product is: [Cl:17][C:18]1[CH:23]=[CH:22][C:21]([C:2]2[C:10]3[N:9]4[CH2:11][CH2:12][NH:13][C:14](=[O:15])[C:8]4=[CH:7][C:6]=3[CH:5]=[C:4]([F:16])[CH:3]=2)=[CH:20][CH:19]=1. (7) The product is: [CH3:19][C:20]1[N:21]=[C:22]([CH2:26][O:17][C:9]2[CH:8]=[C:7]([C:5]3[CH:6]=[N:1][CH:2]=[N:3][CH:4]=3)[C:16]3[CH2:15][CH2:14][CH2:13][CH2:12][C:11]=3[N:10]=2)[CH:23]=[CH:24][CH:25]=1. Given the reactants [N:1]1[CH:6]=[C:5]([C:7]2[C:16]3[CH2:15][CH2:14][CH2:13][CH2:12][C:11]=3[N:10]=[C:9]([OH:17])[CH:8]=2)[CH:4]=[N:3][CH:2]=1.Cl[CH2:19][C:20]1[CH:25]=[CH:24][CH:23]=[C:22]([CH3:26])[N:21]=1, predict the reaction product.